From a dataset of Full USPTO retrosynthesis dataset with 1.9M reactions from patents (1976-2016). Predict the reactants needed to synthesize the given product. (1) Given the product [C:1]([O:5][C:6]([N:8]1[C:12]2=[CH:13][N:14]([CH2:25][C:24]([CH3:26])=[CH2:23])[C:15](=[O:17])[CH:16]=[C:11]2[C:10]([CH3:20])([CH3:19])[C:9]1=[O:21])=[O:7])([CH3:3])([CH3:2])[CH3:4], predict the reactants needed to synthesize it. The reactants are: [C:1]([O:5][C:6]([N:8]1[C:12]2=[CH:13][N:14]=[C:15]([O:17]C)[CH:16]=[C:11]2[C:10]([CH3:20])([CH3:19])[C:9]1=[O:21])=[O:7])([CH3:4])([CH3:3])[CH3:2].Br[CH2:23][C:24]([CH3:26])=[CH2:25].Cl. (2) Given the product [F:28][C:29]1[CH:41]=[CH:40][C:32]2[S:33][CH:34]=[C:35]([CH2:36][CH2:37][CH2:38][NH:39][CH2:12][C@@H:13]3[O:27][C:17]4=[C:18]5[C:23](=[CH:24][CH:25]=[C:16]4[O:15][CH2:14]3)[N:22]=[C:21]([CH3:26])[CH:20]=[CH:19]5)[C:31]=2[CH:30]=1, predict the reactants needed to synthesize it. The reactants are: BrC1C=CC(S(O[CH2:12][C@@H:13]2[O:27][C:17]3=[C:18]4[C:23](=[CH:24][CH:25]=[C:16]3[O:15][CH2:14]2)[N:22]=[C:21]([CH3:26])[CH:20]=[CH:19]4)(=O)=O)=CC=1.[F:28][C:29]1[CH:41]=[CH:40][C:32]2[S:33][CH:34]=[C:35]([CH2:36][CH2:37][CH2:38][NH2:39])[C:31]=2[CH:30]=1. (3) Given the product [F:1][C:2]1[CH:7]=[CH:6][C:5]([CH2:8][C:9]([N:11]2[CH2:15][CH:14]([O:16][CH3:17])[CH2:13][N:12]2[C:28]([C:26]2[CH:25]=[CH:24][N:23]=[C:22]([S:19][CH3:18])[N:27]=2)=[O:29])=[O:10])=[CH:4][CH:3]=1, predict the reactants needed to synthesize it. The reactants are: [F:1][C:2]1[CH:7]=[CH:6][C:5]([CH2:8][C:9]([N:11]2[CH2:15][CH:14]([O:16][CH3:17])[CH2:13][NH:12]2)=[O:10])=[CH:4][CH:3]=1.[CH3:18][S:19]([C:22]1[N:27]=[C:26]([C:28](Cl)=[O:29])[CH:25]=[CH:24][N:23]=1)(=O)=O.[OH-].[Na+]. (4) Given the product [O:18]=[C:16]1[C:15]2[C:14](=[CH:22][CH:21]=[CH:20][CH:19]=2)[C:13](=[O:23])[N:17]1[CH2:25][C:26]([CH3:32])([CH3:31])[C:27]([O:29][CH3:30])=[O:28], predict the reactants needed to synthesize it. The reactants are: N(C(OCC)=O)=NC(OCC)=O.[C:13]1(=[O:23])[NH:17][C:16](=[O:18])[C:15]2=[CH:19][CH:20]=[CH:21][CH:22]=[C:14]12.O[CH2:25][C:26]([CH3:32])([CH3:31])[C:27]([O:29][CH3:30])=[O:28].C1(P(C2C=CC=CC=2)C2C=CC=CC=2)C=CC=CC=1. (5) Given the product [Cl:1][C:2]1[CH:10]=[CH:9][CH:8]=[C:7]([CH3:11])[C:3]=1[C:4]([NH:23][C:24]1[CH:29]=[CH:28][CH:27]=[CH:26][CH:25]=1)=[O:6], predict the reactants needed to synthesize it. The reactants are: [Cl:1][C:2]1[CH:10]=[CH:9][CH:8]=[C:7]([CH3:11])[C:3]=1[C:4]([OH:6])=O.O=S(Cl)Cl.CCN(CC)CC.[NH2:23][C:24]1[CH:29]=[CH:28][CH:27]=[CH:26][CH:25]=1. (6) Given the product [F:23][C:16]1[CH:15]=[C:14]([C:7]2[CH:6]=[C:5]([C:3]([OH:4])=[O:2])[C:13]3[O:12][CH2:11][CH2:10][C:9]=3[CH:8]=2)[CH:19]=[C:18]([O:20][CH3:21])[C:17]=1[F:22], predict the reactants needed to synthesize it. The reactants are: C[O:2][C:3]([C:5]1[C:13]2[O:12][CH2:11][CH2:10][C:9]=2[CH:8]=[C:7]([C:14]2[CH:19]=[C:18]([O:20][CH3:21])[C:17]([F:22])=[C:16]([F:23])[CH:15]=2)[CH:6]=1)=[O:4].[OH-].[K+]. (7) Given the product [NH:16]1[C:6]2[C:11](=[CH:10][C:9]([CH2:22][NH:19][CH:20]([CH:21]3[CH2:29][CH2:28]3)[CH3:24])=[CH:8][CH:7]=2)[CH:3]=[CH:12]1, predict the reactants needed to synthesize it. The reactants are: Cl.O[C:3]1([C:12](=[NH:16])OCC)[C:11]2[C:6](=[CH:7][CH:8]=[CH:9][CH:10]=2)CC1.CC[N:19]([CH2:22]C)[CH2:20][CH3:21].[C:24](Cl)(Cl)=O.[CH2:28]1COC[CH2:29]1. (8) Given the product [Br:11][C:9]1[CH:10]=[C:2]2[C:3]([C:4](=[O:5])[NH:14][CH:12]=[N:1]2)=[CH:7][CH:8]=1, predict the reactants needed to synthesize it. The reactants are: [NH2:1][C:2]1[CH:10]=[C:9]([Br:11])[CH:8]=[CH:7][C:3]=1[C:4](O)=[O:5].[CH:12]([NH2:14])=O. (9) Given the product [CH2:21]([O:20][C:18]([C:17]1[N:16]([C:4]2[CH:5]=[CH:6][C:7]([Cl:8])=[C:2]([Cl:1])[CH:3]=2)[CH:15]=[N:14][C:13]=1[CH3:12])=[O:19])[CH3:22].[CH2:21]([O:20][C:18]([C:17]1[N:16]=[CH:15][N:14]([C:4]2[CH:5]=[CH:6][C:7]([Cl:8])=[C:2]([Cl:1])[CH:3]=2)[C:13]=1[CH3:12])=[O:19])[CH3:22], predict the reactants needed to synthesize it. The reactants are: [Cl:1][C:2]1[CH:3]=[C:4](B(O)O)[CH:5]=[CH:6][C:7]=1[Cl:8].[CH3:12][C:13]1[N:14]=[CH:15][NH:16][C:17]=1[C:18]([O:20][CH2:21][CH3:22])=[O:19]. (10) Given the product [O:8]1[C:3]2[CH:4]=[CH:5][CH:6]=[CH:7][C:2]=2[N:1]=[C:10]1[C:9]1[CH:19]=[CH:18][CH:17]=[CH:16][C:15]=1[NH2:14], predict the reactants needed to synthesize it. The reactants are: [NH2:1][C:2]1[CH:7]=[CH:6][CH:5]=[CH:4][C:3]=1[OH:8].[C:9]12[C:15](=[CH:16][CH:17]=[CH:18][CH:19]=1)[NH:14]C(=O)O[C:10]2=O.C(=O)=O.[OH-].[Na+].